Dataset: Catalyst prediction with 721,799 reactions and 888 catalyst types from USPTO. Task: Predict which catalyst facilitates the given reaction. Reactant: [Cl:1][C:2]1[CH:7]=[CH:6][C:5]([N:8]2[C:12]([C:13]([F:16])([F:15])[F:14])=[C:11]([C:17](Cl)=[O:18])[CH:10]=[N:9]2)=[CH:4][CH:3]=1.Cl.[CH3:21][S:22]([C:25]1[CH:26]=[C:27]([CH:29]=[CH:30][CH:31]=1)[NH2:28])(=[O:24])=[O:23].C(N(CC)CC)C. Product: [CH3:21][S:22]([C:25]1[CH:26]=[C:27]([NH:28][C:17]([C:11]2[CH:10]=[N:9][N:8]([C:5]3[CH:6]=[CH:7][C:2]([Cl:1])=[CH:3][CH:4]=3)[C:12]=2[C:13]([F:16])([F:15])[F:14])=[O:18])[CH:29]=[CH:30][CH:31]=1)(=[O:23])=[O:24]. The catalyst class is: 10.